Dataset: Forward reaction prediction with 1.9M reactions from USPTO patents (1976-2016). Task: Predict the product of the given reaction. (1) Given the reactants [C:1]([N:8]1[CH2:12][CH2:11][CH:10]=[CH:9]1)([O:3][C:4]([CH3:7])([CH3:6])[CH3:5])=[O:2].[OH:13][N:14]=[C:15](Cl)[C:16]1[CH:17]=[N:18][CH:19]=[CH:20][CH:21]=1.C(=O)(O)[O-].[Na+], predict the reaction product. The product is: [C:4]([O:3][C:1]([N:8]1[CH2:12][C@H:11]2[C@H:10]([C:15]([C:16]3[CH:17]=[N:18][CH:19]=[CH:20][CH:21]=3)=[N:14][O:13]2)[CH2:9]1)=[O:2])([CH3:7])([CH3:6])[CH3:5]. (2) Given the reactants [N+:1]([C:4]1[CH:9]=[CH:8][CH:7]=[CH:6][C:5]=1[S:10]([N:13]1[CH2:19][CH2:18][CH2:17][N:16]2[N:20]=[C:21]([C:23](O)=[O:24])[CH:22]=[C:15]2[CH2:14]1)(=[O:12])=[O:11])([O-:3])=[O:2].[O:26]1[CH2:31][CH2:30][CH2:29][CH2:28][CH:27]1[O:32][NH2:33].F[P-](F)(F)(F)(F)F.C[N+](C)=C(N(C)C)ON1C2N=CC=CC=2N=N1.CN1CCOCC1, predict the reaction product. The product is: [N+:1]([C:4]1[CH:9]=[CH:8][CH:7]=[CH:6][C:5]=1[S:10]([N:13]1[CH2:19][CH2:18][CH2:17][N:16]2[N:20]=[C:21]([C:23]([NH:33][O:32][CH:27]3[CH2:28][CH2:29][CH2:30][CH2:31][O:26]3)=[O:24])[CH:22]=[C:15]2[CH2:14]1)(=[O:12])=[O:11])([O-:3])=[O:2]. (3) Given the reactants [Br:1][C:2]1[CH:3]=[N:4][C:5](Cl)=[N:6][CH:7]=1.[N:9]12CCN(CC1)C[CH2:10]2, predict the reaction product. The product is: [Br:1][C:2]1[CH:3]=[N:4][C:5]([C:10]#[N:9])=[N:6][CH:7]=1. (4) Given the reactants [CH3:1][O:2][C:3]1[CH:8]=[CH:7][CH:6]=[C:5]([CH3:9])[CH:4]=1.C(#N)C.C1C(=O)N([Br:20])C(=O)C1, predict the reaction product. The product is: [Br:20][C:6]1[CH:7]=[CH:8][C:3]([O:2][CH3:1])=[CH:4][C:5]=1[CH3:9]. (5) Given the reactants [O:1]=[C:2]1[CH2:11][CH2:10][C:9]2[C:4](=[CH:5][C:6]([O:12][CH2:13][C:14]3[CH:26]=[CH:25][C:17]([C:18]([O:20]C(C)(C)C)=[O:19])=[CH:16][CH:15]=3)=[CH:7][CH:8]=2)[NH:3]1.[Br:27]Br.[Br-].[K+], predict the reaction product. The product is: [Br:27][C:7]1[CH:8]=[C:9]2[C:4](=[CH:5][C:6]=1[O:12][CH2:13][C:14]1[CH:26]=[CH:25][C:17]([C:18]([OH:20])=[O:19])=[CH:16][CH:15]=1)[NH:3][C:2](=[O:1])[CH2:11][CH2:10]2. (6) Given the reactants [CH3:1][O:2][C:3](=[O:14])[C:4]1[CH:9]=[CH:8][C:7]([CH3:10])=[C:6]([N+:11]([O-])=O)[CH:5]=1.CCOC(C)=O, predict the reaction product. The product is: [CH3:1][O:2][C:3](=[O:14])[C:4]1[CH:9]=[CH:8][C:7]([CH3:10])=[C:6]([NH2:11])[CH:5]=1. (7) Given the reactants CC1C=CC(S(O[CH2:12][CH:13]2[CH2:17][C:16]3[CH:18]=[C:19]([Cl:29])[CH:20]=[C:21]([C:22]4[CH:27]=[CH:26][CH:25]=[CH:24][C:23]=4[F:28])[C:15]=3[O:14]2)(=O)=O)=CC=1.[CH3:30][NH2:31], predict the reaction product. The product is: [Cl:29][C:19]1[CH:20]=[C:21]([C:22]2[CH:27]=[CH:26][CH:25]=[CH:24][C:23]=2[F:28])[C:15]2[O:14][CH:13]([CH2:12][NH:31][CH3:30])[CH2:17][C:16]=2[CH:18]=1. (8) Given the reactants [F:1][C:2]1[C:8]([F:9])=[C:7]([F:10])[CH:6]=[CH:5][C:3]=1[NH2:4].C(=O)([O-])[O-].[K+].[K+].CS(O[C@H:22]([CH3:27])[C:23]([O:25][CH3:26])=[O:24])(=O)=O, predict the reaction product. The product is: [F:1][C:2]1[C:8]([F:9])=[C:7]([F:10])[CH:6]=[CH:5][C:3]=1[NH:4][C@@H:22]([CH3:27])[C:23]([O:25][CH3:26])=[O:24]. (9) Given the reactants [CH3:1][C:2]1[CH:3]=[C:4]([OH:11])[CH:5]=[CH:6][C:7]=1[N+:8]([O-:10])=[O:9].C1(P(C2C=CC=CC=2)C2C=CC=CC=2)C=CC=CC=1.O[CH:32]1[CH2:37][CH2:36][N:35]([C:38]([O:40][CH2:41][C:42]2[CH:47]=[CH:46][CH:45]=[CH:44][CH:43]=2)=[O:39])[CH2:34][CH2:33]1.N(C(OC(C)C)=O)=NC(OC(C)C)=O, predict the reaction product. The product is: [CH3:1][C:2]1[CH:3]=[C:4]([O:11][CH:32]2[CH2:37][CH2:36][N:35]([C:38]([O:40][CH2:41][C:42]3[CH:43]=[CH:44][CH:45]=[CH:46][CH:47]=3)=[O:39])[CH2:34][CH2:33]2)[CH:5]=[CH:6][C:7]=1[N+:8]([O-:10])=[O:9]. (10) Given the reactants C[O:2][C:3](=[O:41])[C:4]1[CH:9]=[CH:8][CH:7]=[C:6]([N:10]2[C:15]3[N:16]=[CH:17][C:18]([F:20])=[CH:19][C:14]=3[C:13](=[O:21])[N:12]([CH:22]3[CH2:27][CH2:26][CH:25]([NH:28][C:29]([C:31]4[N:32]=[C:33]5[CH:38]=[CH:37][CH:36]=[CH:35][N:34]5[CH:39]=4)=[O:30])[CH2:24][CH2:23]3)[C:11]2=[O:40])[CH:5]=1.[OH-].[Li+].C(O)(=O)C, predict the reaction product. The product is: [F:20][C:18]1[CH:17]=[N:16][C:15]2[N:10]([C:6]3[CH:5]=[C:4]([CH:9]=[CH:8][CH:7]=3)[C:3]([OH:41])=[O:2])[C:11](=[O:40])[N:12]([C@H:22]3[CH2:27][CH2:26][C@@H:25]([NH:28][C:29]([C:31]4[N:32]=[C:33]5[CH:38]=[CH:37][CH:36]=[CH:35][N:34]5[CH:39]=4)=[O:30])[CH2:24][CH2:23]3)[C:13](=[O:21])[C:14]=2[CH:19]=1.